Dataset: Full USPTO retrosynthesis dataset with 1.9M reactions from patents (1976-2016). Task: Predict the reactants needed to synthesize the given product. (1) Given the product [NH2:23][C@@H:19]1[CH2:20][CH2:21][CH2:22][N:17]([C:3]2[C:2]([Br:1])=[CH:7][N:6]=[C:5]3[NH:8][CH:9]=[C:10]([NH:11][C:12](=[O:16])[CH2:13][CH2:14][CH3:15])[C:4]=23)[CH2:18]1, predict the reactants needed to synthesize it. The reactants are: [Br:1][C:2]1[C:3]([N:17]2[CH2:22][CH2:21][CH2:20][C@@H:19]([NH:23]C(=O)OC(C)(C)C)[CH2:18]2)=[C:4]2[C:10]([NH:11][C:12](=[O:16])[CH2:13][CH2:14][CH3:15])=[CH:9][NH:8][C:5]2=[N:6][CH:7]=1. (2) Given the product [CH:7]1([C@@H:10]([C:12]2[CH:17]=[CH:16][CH:15]=[CH:14][C:13]=2[CH2:18][O:19][Si:20]([C:23]([CH3:26])([CH3:25])[CH3:24])([CH3:21])[CH3:22])[OH:11])[CH2:8][CH2:9]1, predict the reactants needed to synthesize it. The reactants are: CC(C)([O-])C.[K+].[CH:7]1([C:10]([C:12]2[CH:17]=[CH:16][CH:15]=[CH:14][C:13]=2[CH2:18][O:19][Si:20]([C:23]([CH3:26])([CH3:25])[CH3:24])([CH3:22])[CH3:21])=[O:11])[CH2:9][CH2:8]1. (3) The reactants are: [I:1][C:2]1[C:11]([CH3:12])=[CH:10][CH:9]=[C:8]2[C:3]=1[CH:4]=[CH:5][NH:6][C:7]2=O.P(Cl)(Cl)([Cl:16])=O. Given the product [Cl:16][C:7]1[C:8]2[C:3](=[C:2]([I:1])[C:11]([CH3:12])=[CH:10][CH:9]=2)[CH:4]=[CH:5][N:6]=1, predict the reactants needed to synthesize it. (4) Given the product [C:1]([Si:5]([CH3:24])([CH3:23])[O:6][C@@H:7]1[CH2:11][CH2:10][C@H:9]([NH2:12])[CH2:8]1)([CH3:4])([CH3:3])[CH3:2], predict the reactants needed to synthesize it. The reactants are: [C:1]([Si:5]([CH3:24])([CH3:23])[O:6][C@@H:7]1[CH2:11][CH2:10][C@H:9]([N:12]2C(=O)C3C(=CC=CC=3)C2=O)[CH2:8]1)([CH3:4])([CH3:3])[CH3:2].NN.